Dataset: Full USPTO retrosynthesis dataset with 1.9M reactions from patents (1976-2016). Task: Predict the reactants needed to synthesize the given product. (1) Given the product [OH:26][C:25]1[C:24]([CH3:27])=[CH:23][CH:22]=[CH:21][C:20]=1[NH:19][C:15](=[O:17])[CH2:14][C:9]1[NH:10][C:11](=[O:13])[CH:12]=[C:7]([N:1]2[CH2:2][CH2:3][O:4][CH2:5][CH2:6]2)[N:8]=1, predict the reactants needed to synthesize it. The reactants are: [N:1]1([C:7]2[N:8]=[C:9]([CH2:14][C:15]([O-:17])=O)[NH:10][C:11](=[O:13])[CH:12]=2)[CH2:6][CH2:5][O:4][CH2:3][CH2:2]1.[Na+].[NH2:19][C:20]1[C:25]([OH:26])=[C:24]([CH3:27])[CH:23]=[CH:22][CH:21]=1.Cl.CN(C)CCCN=C=NCC. (2) Given the product [CH3:41][N:42]([CH3:47])[C:43]([CH2:44][N:30]([C:27]1[CH:26]=[CH:25][C:24]([NH:23]/[C:16](=[C:6]2\[C:5](=[O:40])[NH:4][C:12]3[C:7]\2=[CH:8][C:9]([N+:13]([O-:15])=[O:14])=[CH:10][CH:11]=3)/[C:17]2[CH:22]=[CH:21][CH:20]=[CH:19][CH:18]=2)=[CH:29][CH:28]=1)[S:31]([C:34]1[CH:35]=[CH:36][CH:37]=[CH:38][CH:39]=1)(=[O:33])=[O:32])=[O:46], predict the reactants needed to synthesize it. The reactants are: C([N:4]1[C:12]2[C:7](=[CH:8][C:9]([N+:13]([O-:15])=[O:14])=[CH:10][CH:11]=2)/[C:6](=[C:16](/[NH:23][C:24]2[CH:29]=[CH:28][C:27]([NH:30][S:31]([C:34]3[CH:39]=[CH:38][CH:37]=[CH:36][CH:35]=3)(=[O:33])=[O:32])=[CH:26][CH:25]=2)\[C:17]2[CH:22]=[CH:21][CH:20]=[CH:19][CH:18]=2)/[C:5]1=[O:40])(=O)C.[CH3:41][N:42]([CH3:47])[C:43](=[O:46])[CH2:44]Br.CC(C)([O-])C.[K+].[OH-].[Na+]. (3) Given the product [CH3:37][CH:38]([S:40]([NH:1][C@@H:2]1[CH2:10][C:9]2[C:4](=[CH:5][CH:6]=[C:7]([CH2:11][N:12]3[C:16]([C:17]([F:18])([F:19])[F:20])=[C:15]([C:21]([O:23][CH2:24][CH3:25])=[O:22])[CH:14]=[N:13]3)[CH:8]=2)[CH2:3]1)(=[O:42])=[O:41])[CH3:39], predict the reactants needed to synthesize it. The reactants are: [NH2:1][C@@H:2]1[CH2:10][C:9]2[C:4](=[CH:5][CH:6]=[C:7]([CH2:11][N:12]3[C:16]([C:17]([F:20])([F:19])[F:18])=[C:15]([C:21]([O:23][CH2:24][CH3:25])=[O:22])[CH:14]=[N:13]3)[CH:8]=2)[CH2:3]1.C1CCN2C(=NCCC2)CC1.[CH3:37][CH:38]([S:40](Cl)(=[O:42])=[O:41])[CH3:39].S(Cl)(Cl)(=O)=O. (4) Given the product [CH2:2]=[C:14]1[CH2:15][CH:12]([C:6]2[CH:11]=[CH:10][CH:9]=[CH:8][CH:7]=2)[CH2:13]1, predict the reactants needed to synthesize it. The reactants are: [Li][CH2:2]CCC.[C:6]1([CH:12]2[CH2:15][C:14](=O)[CH2:13]2)[CH:11]=[CH:10][CH:9]=[CH:8][CH:7]=1. (5) The reactants are: [OH:1][C:2]1[C:3]([CH2:8][OH:9])=[N:4][CH:5]=[CH:6][CH:7]=1.[OH-].[K+].[CH2:12](Br)[C:13]1[CH:18]=[CH:17][CH:16]=[CH:15][CH:14]=1. Given the product [CH2:12]([O:1][C:2]1[C:3]([CH2:8][OH:9])=[N:4][CH:5]=[CH:6][CH:7]=1)[C:13]1[CH:18]=[CH:17][CH:16]=[CH:15][CH:14]=1, predict the reactants needed to synthesize it. (6) Given the product [CH3:1][O:2][C:3]([C:5]1[C:10]([CH:18]=[CH2:19])=[C:9]([NH:12][CH2:13][CH:14]2[CH2:16][CH2:15]2)[CH:8]=[C:7]([Cl:17])[N:6]=1)=[O:4], predict the reactants needed to synthesize it. The reactants are: [CH3:1][O:2][C:3]([C:5]1[C:10](Br)=[C:9]([NH:12][CH2:13][CH:14]2[CH2:16][CH2:15]2)[CH:8]=[C:7]([Cl:17])[N:6]=1)=[O:4].[CH2:18]([Sn](CCCC)(CCCC)C=C)[CH2:19]CC.ClCCl. (7) Given the product [C:2]1([CH:8]2[O:12][N:11]=[C:10]([C:13]3[N:14]=[C:15]([C:18]4[CH2:19][CH2:20][N:21]([C:31](=[O:32])[CH2:30][N:29]5[C:25]([CH3:24])=[CH:26][C:27]([C:34]([F:37])([F:36])[F:35])=[N:28]5)[CH2:22][CH:23]=4)[S:16][CH:17]=3)[CH2:9]2)[CH:3]=[CH:4][CH:5]=[CH:6][CH:7]=1, predict the reactants needed to synthesize it. The reactants are: Cl.[C:2]1([CH:8]2[O:12][N:11]=[C:10]([C:13]3[N:14]=[C:15]([C:18]4[CH2:19][CH2:20][NH:21][CH2:22][CH:23]=4)[S:16][CH:17]=3)[CH2:9]2)[CH:7]=[CH:6][CH:5]=[CH:4][CH:3]=1.[CH3:24][C:25]1[N:29]([CH2:30][C:31](O)=[O:32])[N:28]=[C:27]([C:34]([F:37])([F:36])[F:35])[CH:26]=1.CN(C)CCCN=C=NCC.ON1C2C=CC=CC=2N=N1.C(N(CC)CC)C. (8) Given the product [CH:9]([C:6]1[CH:7]=[CH:8][C:3]([CH2:2][S:12]([O-:15])(=[O:14])=[O:13])=[CH:4][CH:5]=1)([CH3:11])[CH3:10].[Na+:16], predict the reactants needed to synthesize it. The reactants are: Cl[CH2:2][C:3]1[CH:8]=[CH:7][C:6]([CH:9]([CH3:11])[CH3:10])=[CH:5][CH:4]=1.[S:12]([O-:15])([O-:14])=[O:13].[Na+:16].[Na+].CC(C)=O. (9) The reactants are: [NH2:1][C:2]1[N:7]=[CH:6][C:5]([C:8]2[CH:9]=[CH:10][C:11]3[C:12]4[C:20]([NH:21][C@H:22]([CH:27]5[CH2:29][CH2:28]5)[C:23]([F:26])([F:25])[F:24])=[N:19][CH:18]=[C:17]([C:30]([NH2:32])=[O:31])[C:13]=4[NH:14][C:15]=3[CH:16]=2)=[CH:4][N:3]=1.[B-](F)(F)(F)F.C1C=CN=CC=1.C1C=CN=CC=1.[IH2+:50].FC(F)(F)S(O)(=O)=O.C(=O)(O)[O-].[Na+]. Given the product [NH2:1][C:2]1[N:3]=[CH:4][C:5]([C:8]2[C:9]([I:50])=[CH:10][C:11]3[C:12]4[C:20]([NH:21][C@H:22]([CH:27]5[CH2:29][CH2:28]5)[C:23]([F:25])([F:24])[F:26])=[N:19][CH:18]=[C:17]([C:30]([NH2:32])=[O:31])[C:13]=4[NH:14][C:15]=3[CH:16]=2)=[CH:6][N:7]=1, predict the reactants needed to synthesize it. (10) Given the product [CH:1]1([O:6][C:7](=[O:21])[C@H:8]([CH2:17][CH2:18][S:19][CH3:20])[NH2:9])[CH2:2][CH2:3][CH2:4][CH2:5]1, predict the reactants needed to synthesize it. The reactants are: [CH:1]1([O:6][C:7](=[O:21])[C@H:8]([CH2:17][CH2:18][S:19][CH3:20])[NH:9]C(OC(C)(C)C)=O)[CH2:5][CH2:4][CH2:3][CH2:2]1.C(O)(C(F)(F)F)=O.C([SiH](CC)CC)C.